This data is from NCI-60 drug combinations with 297,098 pairs across 59 cell lines. The task is: Regression. Given two drug SMILES strings and cell line genomic features, predict the synergy score measuring deviation from expected non-interaction effect. (1) Drug 1: C1CNP(=O)(OC1)N(CCCl)CCCl. Drug 2: COCCOC1=C(C=C2C(=C1)C(=NC=N2)NC3=CC=CC(=C3)C#C)OCCOC.Cl. Cell line: K-562. Synergy scores: CSS=2.21, Synergy_ZIP=-2.40, Synergy_Bliss=-2.08, Synergy_Loewe=-6.30, Synergy_HSA=-2.58. (2) Synergy scores: CSS=76.1, Synergy_ZIP=1.67, Synergy_Bliss=0.818, Synergy_Loewe=-1.23, Synergy_HSA=3.42. Cell line: DU-145. Drug 2: CC1CCCC2(C(O2)CC(NC(=O)CC(C(C(=O)C(C1O)C)(C)C)O)C(=CC3=CSC(=N3)C)C)C. Drug 1: CC1C(C(CC(O1)OC2CC(OC(C2O)C)OC3=CC4=CC5=C(C(=O)C(C(C5)C(C(=O)C(C(C)O)O)OC)OC6CC(C(C(O6)C)O)OC7CC(C(C(O7)C)O)OC8CC(C(C(O8)C)O)(C)O)C(=C4C(=C3C)O)O)O)O. (3) Drug 1: CC1=CC2C(CCC3(C2CCC3(C(=O)C)OC(=O)C)C)C4(C1=CC(=O)CC4)C. Drug 2: CC(C)CN1C=NC2=C1C3=CC=CC=C3N=C2N. Cell line: SF-539. Synergy scores: CSS=1.01, Synergy_ZIP=1.00, Synergy_Bliss=3.59, Synergy_Loewe=0.766, Synergy_HSA=0.806. (4) Drug 1: CC1C(C(CC(O1)OC2CC(CC3=C2C(=C4C(=C3O)C(=O)C5=C(C4=O)C(=CC=C5)OC)O)(C(=O)C)O)N)O.Cl. Drug 2: C#CCC(CC1=CN=C2C(=N1)C(=NC(=N2)N)N)C3=CC=C(C=C3)C(=O)NC(CCC(=O)O)C(=O)O. Cell line: NCI-H522. Synergy scores: CSS=12.2, Synergy_ZIP=-3.99, Synergy_Bliss=-0.538, Synergy_Loewe=0.0739, Synergy_HSA=-0.0507. (5) Drug 1: C1CC(C1)(C(=O)O)C(=O)O.[NH2-].[NH2-].[Pt+2]. Drug 2: CCCCC(=O)OCC(=O)C1(CC(C2=C(C1)C(=C3C(=C2O)C(=O)C4=C(C3=O)C=CC=C4OC)O)OC5CC(C(C(O5)C)O)NC(=O)C(F)(F)F)O. Cell line: KM12. Synergy scores: CSS=49.1, Synergy_ZIP=4.99, Synergy_Bliss=2.04, Synergy_Loewe=-25.0, Synergy_HSA=0.394.